From a dataset of Retrosynthesis with 50K atom-mapped reactions and 10 reaction types from USPTO. Predict the reactants needed to synthesize the given product. (1) Given the product CC1(C)CC(CNc2ccc(Cl)c(Br)n2)CCO1, predict the reactants needed to synthesize it. The reactants are: CC1(C)CC(C=O)CCO1.Nc1ccc(Cl)c(Br)n1. (2) Given the product CC(C)(C)OC(=O)N1CCC(C(=O)Nc2cc(Oc3ccc(C#N)cc3)cc(Oc3ccc(C#N)cc3)c2)CC1, predict the reactants needed to synthesize it. The reactants are: CC(C)(C)OC(=O)N1CCC(C(=O)O)CC1.N#Cc1ccc(Oc2cc(N)cc(Oc3ccc(C#N)cc3)c2)cc1. (3) The reactants are: C#C[C@H](O)CCCCCCCCC.C=C[C@@H](C#CBr)OC(C)=O. Given the product C=C[C@@H](C#CC#C[C@H](O)CCCCCCCCC)OC(C)=O, predict the reactants needed to synthesize it. (4) Given the product Cc1nc(-n2cnn(Cc3ccc(F)cc3)c2=O)sc1C(=O)NCc1ncco1, predict the reactants needed to synthesize it. The reactants are: Cc1nc(-n2cnn(Cc3ccc(F)cc3)c2=O)sc1C(=O)O.NCc1ncco1. (5) Given the product CCOc1ccc2[nH]cc(C(=O)NCc3ccccc3)c(=O)c2n1, predict the reactants needed to synthesize it. The reactants are: CCOC(=O)c1c[nH]c2ccc(OCC)nc2c1=O.NCc1ccccc1. (6) Given the product CC(C)c1cncc(-c2cc3c(cn2)cnn3-c2cccc(F)n2)c1, predict the reactants needed to synthesize it. The reactants are: C=C(C)c1cncc(-c2cc3c(cn2)cnn3-c2cccc(F)n2)c1. (7) Given the product Oc1ccc(C=NNc2ccc(-c3cnco3)cc2)cc1, predict the reactants needed to synthesize it. The reactants are: NNc1ccc(-c2cnco2)cc1.O=Cc1ccc(O)cc1. (8) Given the product CC1(C)C/C(=N/O)CCC1O, predict the reactants needed to synthesize it. The reactants are: CC1(C)CC(=O)CCC1O.NO.